From a dataset of Full USPTO retrosynthesis dataset with 1.9M reactions from patents (1976-2016). Predict the reactants needed to synthesize the given product. (1) The reactants are: [CH:1]1([CH2:7][CH2:8][C:9]#[CH:10])[CH2:6][CH2:5][CH2:4][CH2:3][CH2:2]1.[N:11]([CH2:14][CH2:15][CH2:16][CH2:17][CH2:18][CH2:19][NH:20]C(OCC1C=CC=CC=1)=O)=[N+:12]=[N-:13]. Given the product [NH2:20][CH2:19][CH2:18][CH2:17][CH2:16][CH2:15][CH2:14][N:11]1[CH:10]=[C:9]([CH2:8][CH2:7][CH:1]2[CH2:6][CH2:5][CH2:4][CH2:3][CH2:2]2)[N:13]=[N:12]1, predict the reactants needed to synthesize it. (2) Given the product [Br:2][C:3]1[CH:4]=[C:5]([CH:6]=[C:7]([CH2:9][S:10][CH3:11])[CH:8]=1)[NH2:12], predict the reactants needed to synthesize it. The reactants are: Cl.[Br:2][C:3]1[CH:4]=[C:5]([N:12]=[N+:12]([O-])[C:5]2[CH:6]=[C:7]([CH2:9][S:10][CH3:11])[CH:8]=[C:3]([Br:2])[CH:4]=2)[CH:6]=[C:7]([CH2:9][S:10][CH3:11])[CH:8]=1.C(=O)(O)[O-].[Na+].